This data is from Catalyst prediction with 721,799 reactions and 888 catalyst types from USPTO. The task is: Predict which catalyst facilitates the given reaction. (1) Reactant: [C:1]1([CH:7]([C:15]2[CH:20]=[CH:19][CH:18]=[CH:17][CH:16]=2)[C:8]2[CH:9]=[CH:10][C:11](=[O:14])[NH:12][N:13]=2)[CH:6]=[CH:5][CH:4]=[CH:3][CH:2]=1.[H-].[Li+].CS(O[CH2:28][C:29]1[CH:30]=[C:31]([C:35]2[CH:40]=[CH:39][CH:38]=[C:37]([O:41][CH2:42][C:43]([O:45][CH2:46][CH3:47])=[O:44])[CH:36]=2)[CH:32]=[CH:33][CH:34]=1)(=O)=O.[I-].[K+]. Product: [C:15]1([CH:7]([C:1]2[CH:2]=[CH:3][CH:4]=[CH:5][CH:6]=2)[C:8]2[CH:9]=[CH:10][C:11](=[O:14])[N:12]([CH2:28][C:29]3[CH:30]=[C:31]([C:35]4[CH:40]=[CH:39][CH:38]=[C:37]([O:41][CH2:42][C:43]([O:45][CH2:46][CH3:47])=[O:44])[CH:36]=4)[CH:32]=[CH:33][CH:34]=3)[N:13]=2)[CH:16]=[CH:17][CH:18]=[CH:19][CH:20]=1. The catalyst class is: 3. (2) Reactant: [F:1][C:2]([F:49])([F:48])[C:3]1[CH:4]=[C:5]([C@H:13]2[O:17][C:16](=[O:18])[N:15]([CH2:19][C:20]3[CH:25]=[C:24]([C:26]([F:29])([F:28])[F:27])[CH:23]=[CH:22][C:21]=3[C:30]3[CH:31]=[C:32]([C:37]4[CH:42]=[CH:41][C:40]([C:43](O)=[O:44])=[CH:39][C:38]=4[CH3:46])[CH:33]=[CH:34][C:35]=3[Cl:36])[C@H:14]2[CH3:47])[CH:6]=[C:7]([C:9]([F:12])([F:11])[F:10])[CH:8]=1.B.CCOC(C)=O.CCCCCC.O. Product: [F:49][C:2]([F:1])([F:48])[C:3]1[CH:4]=[C:5]([C@H:13]2[O:17][C:16](=[O:18])[N:15]([CH2:19][C:20]3[CH:25]=[C:24]([C:26]([F:27])([F:29])[F:28])[CH:23]=[CH:22][C:21]=3[C:30]3[C:35]([Cl:36])=[CH:34][CH:33]=[C:32]([C:37]4[CH:42]=[CH:41][C:40]([CH2:43][OH:44])=[CH:39][C:38]=4[CH3:46])[CH:31]=3)[C@H:14]2[CH3:47])[CH:6]=[C:7]([C:9]([F:12])([F:11])[F:10])[CH:8]=1. The catalyst class is: 1. (3) Reactant: [C:1]([O:5][C:6]([N:8]1[CH2:13][CH2:12][CH2:11][CH:10]([C:14](=[NH:17])[NH:15][OH:16])[CH2:9]1)=[O:7])([CH3:4])([CH3:3])[CH3:2].[NH:18]1[C:26]2[C:21](=[CH:22][CH:23]=[CH:24][CH:25]=2)[CH:20]=[C:19]1[C:27](O)=O.C1C=CC2N(O)N=NC=2C=1.CCN=C=NCCCN(C)C.Cl.CCN(C(C)C)C(C)C. Product: [C:1]([O:5][C:6]([N:8]1[CH2:13][CH2:12][CH2:11][CH:10]([C:14]2[N:17]=[C:27]([C:19]3[NH:18][C:26]4[C:21]([CH:20]=3)=[CH:22][CH:23]=[CH:24][CH:25]=4)[O:16][N:15]=2)[CH2:9]1)=[O:7])([CH3:4])([CH3:2])[CH3:3]. The catalyst class is: 10. (4) Reactant: [Al+3].[Cl-].[Cl-].[Cl-].[Cl:5][C:6]1[CH:7]=[C:8]([CH:13]([CH2:17][C:18]2[CH:23]=[CH:22][CH:21]=[C:20]([O:24][CH3:25])[CH:19]=2)[C:14](Cl)=[O:15])[CH:9]=[C:10]([Cl:12])[CH:11]=1. Product: [Cl:5][C:6]1[CH:7]=[C:8]([CH:13]2[CH2:17][C:18]3[C:23](=[CH:22][CH:21]=[C:20]([O:24][CH3:25])[CH:19]=3)[C:14]2=[O:15])[CH:9]=[C:10]([Cl:12])[CH:11]=1. The catalyst class is: 2. (5) Reactant: [NH2:1][C:2]1[CH:7]=[CH:6][C:5]([C:8]([CH3:11])([CH3:10])[CH3:9])=[CH:4][C:3]=1[NH:12][C:13](=O)[CH2:14][CH2:15][CH2:16][CH2:17][N:18]([CH2:23][C@@H:24]1[C@@H:31]2[C@@H:27]([O:28][C:29]([CH3:33])([CH3:32])[O:30]2)[C@H:26]([N:34]2[CH:42]=[N:41][C:40]3[C:35]2=[N:36][CH:37]=[N:38][C:39]=3[NH2:43])[O:25]1)[S:19]([CH3:22])(=[O:21])=[O:20]. Product: [NH2:43][C:39]1[N:38]=[CH:37][N:36]=[C:35]2[C:40]=1[N:41]=[CH:42][N:34]2[C@H:26]1[C@@H:27]2[O:28][C:29]([CH3:33])([CH3:32])[O:30][C@@H:31]2[C@@H:24]([CH2:23][N:18]([CH2:17][CH2:16][CH2:15][CH2:14][C:13]2[NH:1][C:2]3[CH:7]=[CH:6][C:5]([C:8]([CH3:10])([CH3:9])[CH3:11])=[CH:4][C:3]=3[N:12]=2)[S:19]([CH3:22])(=[O:20])=[O:21])[O:25]1. The catalyst class is: 52. (6) Reactant: [C:1]([O:5][C:6]([NH:8][C@H:9]1[CH2:14][CH2:13][C@H:12]([NH:15][C:16]2[CH:25]=[CH:24][C:19]([C:20]([O:22]C)=[O:21])=[C:18]([O:26][CH3:27])[N:17]=2)[CH2:11][CH2:10]1)=[O:7])([CH3:4])([CH3:3])[CH3:2].[OH-].[Na+].Cl. Product: [C:1]([O:5][C:6]([NH:8][C@H:9]1[CH2:10][CH2:11][C@H:12]([NH:15][C:16]2[CH:25]=[CH:24][C:19]([C:20]([OH:22])=[O:21])=[C:18]([O:26][CH3:27])[N:17]=2)[CH2:13][CH2:14]1)=[O:7])([CH3:4])([CH3:3])[CH3:2]. The catalyst class is: 111. (7) Reactant: [CH3:1]/[C:2](/[CH2:7][CH2:8]/[CH:9]=[C:10](\[CH3:17])/[CH2:11][CH2:12][CH:13]=[C:14]([CH3:16])[CH3:15])=[CH:3]\[CH2:4][CH:5]=[CH2:6].[C:18]([O:21][CH2:22]/C=C\[CH2:22][O:21][C:18](=[O:20])[CH3:19])(=[O:20])[CH3:19].OCP(CO)CO. Product: [C:18]([O:21][CH2:22]/[CH:6]=[CH:5]/[CH2:4]/[CH:3]=[C:2](\[CH3:1])/[CH2:7][CH2:8]/[CH:9]=[C:10](\[CH3:17])/[CH2:11][CH2:12][CH:13]=[C:14]([CH3:16])[CH3:15])(=[O:20])[CH3:19]. The catalyst class is: 32. (8) Reactant: Cl.[NH2:2][C:3]1[C:13]([O:14]COC)=[CH:12][C:6]([C:7]([O:9][CH2:10][CH3:11])=[O:8])=[CH:5][C:4]=1[CH:18]1[CH2:20][CH2:19]1. Product: [NH2:2][C:3]1[C:13]([OH:14])=[CH:12][C:6]([C:7]([O:9][CH2:10][CH3:11])=[O:8])=[CH:5][C:4]=1[CH:18]1[CH2:19][CH2:20]1. The catalyst class is: 8.